Dataset: Peptide-MHC class II binding affinity with 134,281 pairs from IEDB. Task: Regression. Given a peptide amino acid sequence and an MHC pseudo amino acid sequence, predict their binding affinity value. This is MHC class II binding data. The peptide sequence is KEPIVGAETFYVDGA. The MHC is DRB4_0101 with pseudo-sequence DRB4_0103. The binding affinity (normalized) is 0.492.